This data is from Catalyst prediction with 721,799 reactions and 888 catalyst types from USPTO. The task is: Predict which catalyst facilitates the given reaction. (1) Reactant: Cl.Cl.[OH:3][C@H:4]1[C@@H:9]([CH3:10])[CH2:8][CH2:7][N:6]([CH2:11][CH2:12][CH2:13][N:14]2[CH2:19][CH2:18][NH:17][CH:16]([CH3:20])[C:15]2=[O:21])[CH2:5]1.[Cl:22][C:23]1[CH:24]=[C:25]([CH:31]=[CH:32][C:33]=1[Cl:34])[CH:26]=[CH:27][C:28](O)=[O:29].C(N(CC)CC)C.F[P-](F)(F)(F)(F)F.N1(OC(N(C)C)=[N+](C)C)C2N=CC=CC=2N=N1. Product: [Cl:22][C:23]1[CH:24]=[C:25](/[CH:26]=[CH:27]/[C:28]([N:17]2[CH2:18][CH2:19][N:14]([CH2:13][CH2:12][CH2:11][N:6]3[CH2:7][CH2:8][C@H:9]([CH3:10])[C@H:4]([OH:3])[CH2:5]3)[C:15](=[O:21])[CH:16]2[CH3:20])=[O:29])[CH:31]=[CH:32][C:33]=1[Cl:34]. The catalyst class is: 9. (2) Reactant: [O:1]=[C:2]1[C:7]2[C:8]([C:18]3[CH:19]=[C:20]([C:23]([NH2:25])=[O:24])[S:21][CH:22]=3)=[N:9][N:10]([CH:11]3[CH2:16][CH2:15][C:14](=[O:17])[CH2:13][CH2:12]3)[C:6]=2[CH:5]=[CH:4][NH:3]1.[BH4-].[Na+].Cl. Product: [OH:17][C@H:14]1[CH2:15][CH2:16][C@H:11]([N:10]2[C:6]3[CH:5]=[CH:4][NH:3][C:2](=[O:1])[C:7]=3[C:8]([C:18]3[CH:19]=[C:20]([C:23]([NH2:25])=[O:24])[S:21][CH:22]=3)=[N:9]2)[CH2:12][CH2:13]1. The catalyst class is: 1. (3) Reactant: [Br:1][C:2]1[CH:10]=[CH:9][CH:8]=[C:7]2[C:3]=1[CH:4]=[CH:5][NH:6]2.[C:11](O[C:11]([C:13]([F:16])([F:15])[F:14])=[O:12])([C:13]([F:16])([F:15])[F:14])=[O:12]. Product: [Br:1][C:2]1[CH:10]=[CH:9][CH:8]=[C:7]2[C:3]=1[C:4]([C:11](=[O:12])[C:13]([F:16])([F:15])[F:14])=[CH:5][NH:6]2. The catalyst class is: 3. (4) Product: [C:3]([OH:14])(=[O:13])/[CH:4]=[CH:5]/[CH:6]=[CH:7]\[CH2:8][CH2:9][CH2:10][CH2:11][CH3:12]. The catalyst class is: 7. Reactant: [OH-].[Na+].[C:3]([O:14]CC)(=[O:13])/[CH:4]=[CH:5]/[CH:6]=[CH:7]\[CH2:8][CH2:9][CH2:10][CH2:11][CH3:12]. (5) Reactant: [CH2:1]([C:5]1([CH2:35][CH2:36][CH2:37][CH3:38])[C:14]2[C:9](=[CH:10][C:11]([F:15])=[CH:12][CH:13]=2)[C:8]([OH:16])=[C:7]([C:17]2[NH:22][C:21]3[CH:23]=[CH:24][C:25](/[CH:27]=[CH:28]/[C:29]([NH2:31])=[O:30])=[CH:26][C:20]=3[S:19](=[O:33])(=[O:32])[N:18]=2)[C:6]1=[O:34])[CH2:2][CH2:3][CH3:4]. Product: [CH2:1]([C:5]1([CH2:35][CH2:36][CH2:37][CH3:38])[C:14]2[C:9](=[CH:10][C:11]([F:15])=[CH:12][CH:13]=2)[C:8]([OH:16])=[C:7]([C:17]2[NH:22][C:21]3[CH:23]=[CH:24][C:25]([CH2:27][CH2:28][C:29]([NH2:31])=[O:30])=[CH:26][C:20]=3[S:19](=[O:32])(=[O:33])[N:18]=2)[C:6]1=[O:34])[CH2:2][CH2:3][CH3:4]. The catalyst class is: 78. (6) Reactant: Cl.[CH3:2][C:3]1[C:11]([C:12](=[S:14])[NH2:13])=[C:6]2[CH:7]=[CH:8][CH:9]=[CH:10][N:5]2[N:4]=1.Cl[CH:16]([C:22]([C:24]1[CH:29]=[CH:28][CH:27]=[CH:26][C:25]=1[O:30][CH3:31])=O)[C:17]([O:19][CH2:20][CH3:21])=[O:18]. Product: [CH3:31][O:30][C:25]1[CH:26]=[CH:27][CH:28]=[CH:29][C:24]=1[C:22]1[N:13]=[C:12]([C:11]2[C:3]([CH3:2])=[N:4][N:5]3[CH:10]=[CH:9][CH:8]=[CH:7][C:6]=23)[S:14][C:16]=1[C:17]([O:19][CH2:20][CH3:21])=[O:18]. The catalyst class is: 41. (7) Reactant: [Br:1]N1C(=O)CCC1=O.[N:9]1[CH:14]=[CH:13][CH:12]=[C:11]([N:15]2[CH2:20][CH2:19][N:18]([C:21]([O:23][C:24]([CH3:27])([CH3:26])[CH3:25])=[O:22])[CH2:17][CH2:16]2)[CH:10]=1.[OH-].[Na+].C(OCC)(=O)C. Product: [Br:1][C:14]1[N:9]=[CH:10][C:11]([N:15]2[CH2:20][CH2:19][N:18]([C:21]([O:23][C:24]([CH3:27])([CH3:26])[CH3:25])=[O:22])[CH2:17][CH2:16]2)=[CH:12][CH:13]=1. The catalyst class is: 10. (8) Reactant: [CH3:1][N:2]1[C:6]2[CH:7]=[CH:8][CH:9]=[CH:10][C:5]=2[N:4]([CH3:11])[S:3]1(=[O:13])=[O:12].[N+:14]([O-])([OH:16])=[O:15]. Product: [CH3:1][N:2]1[C:6]2[CH:7]=[CH:8][C:9]([N+:14]([O-:16])=[O:15])=[CH:10][C:5]=2[N:4]([CH3:11])[S:3]1(=[O:12])=[O:13]. The catalyst class is: 15. (9) Reactant: [OH:1][C@H:2]([CH3:20])[C@H:3]([NH:12]C(=O)OC(C)(C)C)[C:4]([N:6]1[CH2:11][CH2:10][O:9][CH2:8][CH2:7]1)=[O:5].[ClH:21]. Product: [Cl-:21].[OH:1][C@H:2]([CH3:20])[C@H:3]([NH3+:12])[C:4]([N:6]1[CH2:7][CH2:8][O:9][CH2:10][CH2:11]1)=[O:5]. The catalyst class is: 71.